This data is from Catalyst prediction with 721,799 reactions and 888 catalyst types from USPTO. The task is: Predict which catalyst facilitates the given reaction. (1) Reactant: [NH2:1][C:2]1[CH:3]=[C:4]([CH:15]=[CH:16][C:17]=1[O:18][CH3:19])[C:5]([NH:7][C:8]1[CH:13]=[CH:12][C:11]([CH3:14])=[CH:10][CH:9]=1)=[O:6].[Cl:20][C:21]1[CH:22]=[C:23]([N:28]=[C:29]=[S:30])[CH:24]=[C:25]([Cl:27])[CH:26]=1. Product: [Cl:20][C:21]1[CH:22]=[C:23]([NH:28][C:29](=[S:30])[NH:1][C:2]2[CH:3]=[C:4]([CH:15]=[CH:16][C:17]=2[O:18][CH3:19])[C:5]([NH:7][C:8]2[CH:9]=[CH:10][C:11]([CH3:14])=[CH:12][CH:13]=2)=[O:6])[CH:24]=[C:25]([Cl:27])[CH:26]=1. The catalyst class is: 2. (2) Reactant: [I:1][C:2]1[C:10]2[C:5](=[CH:6][C:7]([C:11]([O:13][CH3:14])=[O:12])=[CH:8][CH:9]=2)[NH:4][N:3]=1.[Cl:15][C:16]1[CH:24]=[CH:23][CH:22]=[C:21]([C:25]([F:28])([F:27])[F:26])[C:17]=1[C:18](Cl)=[O:19]. Product: [Cl:15][C:16]1[CH:24]=[CH:23][CH:22]=[C:21]([C:25]([F:26])([F:27])[F:28])[C:17]=1[C:18]([N:4]1[C:5]2[C:10](=[CH:9][CH:8]=[C:7]([C:11]([O:13][CH3:14])=[O:12])[CH:6]=2)[C:2]([I:1])=[N:3]1)=[O:19]. The catalyst class is: 79. (3) Reactant: [CH3:1][N:2]([CH3:8])[CH2:3][CH2:4][CH2:5][Mg]Cl.Cl[CH2:10][C:11]1[CH:12]=[C:13]([CH:16]=[CH:17][C:18]=1[C:19](=[O:27])[C:20]1[CH:25]=[CH:24][C:23]([F:26])=[CH:22][CH:21]=1)[C:14]#[N:15].O.[NH4+].[Cl-]. Product: [CH3:1][N:2]([CH3:8])[CH2:3][CH2:4][CH2:5][C:19]1([C:20]2[CH:25]=[CH:24][C:23]([F:26])=[CH:22][CH:21]=2)[C:18]2[C:11](=[CH:12][C:13]([C:14]#[N:15])=[CH:16][CH:17]=2)[CH2:10][O:27]1. The catalyst class is: 247. (4) Reactant: [C:1]([O:5][C:6]([N:8]1[CH2:12][C@@H:11]([N:13]([CH2:19][C:20]2[CH:25]=[C:24]([C:26]([F:29])([F:28])[F:27])[CH:23]=[C:22]([C:30]([F:33])([F:32])[F:31])[CH:21]=2)[C:14]2[N:15]=[N:16][NH:17][N:18]=2)[CH2:10][C@H:9]1[CH2:34][CH3:35])=[O:7])([CH3:4])([CH3:3])[CH3:2].CI.[C:38](=O)([O-])[O-].[K+].[K+]. Product: [C:1]([O:5][C:6]([N:8]1[CH2:12][C@@H:11]([N:13]([CH2:19][C:20]2[CH:25]=[C:24]([C:26]([F:28])([F:27])[F:29])[CH:23]=[C:22]([C:30]([F:32])([F:33])[F:31])[CH:21]=2)[C:14]2[N:15]=[N:16][N:17]([CH3:38])[N:18]=2)[CH2:10][C@H:9]1[CH2:34][CH3:35])=[O:7])([CH3:4])([CH3:3])[CH3:2]. The catalyst class is: 3. (5) Reactant: [F:1][C:2]1[CH:11]=[C:10]2[C:5]([CH:6]=[CH:7][C:8](=[O:29])[N:9]2[CH2:12][CH2:13][N:14]2[CH2:19][CH2:18][C@@H:17]([NH:20]C(=O)OC(C)(C)C)[C@@H:16]([OH:28])[CH2:15]2)=[N:4][CH:3]=1.[ClH:30]. Product: [ClH:30].[ClH:30].[NH2:20][C@@H:17]1[CH2:18][CH2:19][N:14]([CH2:13][CH2:12][N:9]2[C:10]3[C:5](=[N:4][CH:3]=[C:2]([F:1])[CH:11]=3)[CH:6]=[CH:7][C:8]2=[O:29])[CH2:15][C@@H:16]1[OH:28]. The catalyst class is: 135.